This data is from Full USPTO retrosynthesis dataset with 1.9M reactions from patents (1976-2016). The task is: Predict the reactants needed to synthesize the given product. (1) Given the product [O:41]1[CH2:42][CH:43]=[C:44]([C:2]2[N:25]([S:26]([C:29]3[CH:30]=[CH:31][CH:32]=[CH:33][CH:34]=3)(=[O:27])=[O:28])[C:5]3=[N:6][CH:7]=[CH:8][C:9]([C:10]4[CH:11]=[CH:12][C:13]([O:18][CH:19]5[CH2:20][CH2:21][O:22][CH2:23][CH2:24]5)=[C:14]([CH:17]=4)[C:15]#[N:16])=[C:4]3[CH:3]=2)[CH2:45][CH2:46]1, predict the reactants needed to synthesize it. The reactants are: I[C:2]1[N:25]([S:26]([C:29]2[CH:34]=[CH:33][CH:32]=[CH:31][CH:30]=2)(=[O:28])=[O:27])[C:5]2=[N:6][CH:7]=[CH:8][C:9]([C:10]3[CH:11]=[CH:12][C:13]([O:18][CH:19]4[CH2:24][CH2:23][O:22][CH2:21][CH2:20]4)=[C:14]([CH:17]=3)[C:15]#[N:16])=[C:4]2[CH:3]=1.C([O-])([O-])=O.[K+].[K+].[O:41]1[CH2:46][CH:45]=[C:44](B2OC(C)(C)C(C)(C)O2)[CH2:43][CH2:42]1. (2) Given the product [C:1]([N:4]1[CH2:9][CH2:8][C:7](=[N:11][OH:12])[CH2:6][CH2:5]1)(=[O:3])[CH3:2], predict the reactants needed to synthesize it. The reactants are: [C:1]([N:4]1[CH2:9][CH2:8][C:7](=O)[CH2:6][CH2:5]1)(=[O:3])[CH3:2].[NH2:11][OH:12]. (3) Given the product [CH:42]1([C:45]([NH:1][C:2]2[CH:10]=[CH:9][C:8]([C:11]3[N:12]([C:27]([O:29][C:30]([CH3:31])([CH3:33])[CH3:32])=[O:28])[C:13]4[C:18]([CH:19]=3)=[CH:17][C:16]([CH2:20][N:21]3[CH2:26][CH2:25][CH2:24][CH2:23][CH2:22]3)=[CH:15][CH:14]=4)=[C:7]3[C:3]=2[CH2:4][NH:5][C:6]3=[O:34])=[O:46])[CH2:44][CH2:43]1, predict the reactants needed to synthesize it. The reactants are: [NH2:1][C:2]1[CH:10]=[CH:9][C:8]([C:11]2[N:12]([C:27]([O:29][C:30]([CH3:33])([CH3:32])[CH3:31])=[O:28])[C:13]3[C:18]([CH:19]=2)=[CH:17][C:16]([CH2:20][N:21]2[CH2:26][CH2:25][CH2:24][CH2:23][CH2:22]2)=[CH:15][CH:14]=3)=[C:7]2[C:3]=1[CH2:4][NH:5][C:6]2=[O:34].C(N(CC)CC)C.[CH:42]1([C:45](Cl)=[O:46])[CH2:44][CH2:43]1.O. (4) Given the product [Br:1][C:2]1[C:10]2[C:9]([NH:11][C:12]3[CH:13]=[C:14]4[C:18](=[CH:19][CH:20]=3)[NH:17][N:16]=[CH:15]4)=[N:8][CH:7]=[N:6][C:5]=2[NH:4][C:3]=1[C:21]([N:24]1[CH2:29][CH2:28][O:27][CH2:26][CH2:25]1)=[O:23], predict the reactants needed to synthesize it. The reactants are: [Br:1][C:2]1[C:10]2[C:9]([NH:11][C:12]3[CH:13]=[C:14]4[C:18](=[CH:19][CH:20]=3)[NH:17][N:16]=[CH:15]4)=[N:8][CH:7]=[N:6][C:5]=2[NH:4][C:3]=1[C:21]([OH:23])=O.[NH:24]1[CH2:29][CH2:28][O:27][CH2:26][CH2:25]1. (5) Given the product [Cl:8][C:5]1[S:4][C:3]([CH2:2][O:9][C:10]2[CH:11]=[CH:12][C:13]([CH2:16][C:17](=[O:19])[CH3:18])=[CH:14][CH:15]=2)=[CH:7][CH:6]=1, predict the reactants needed to synthesize it. The reactants are: Cl[CH2:2][C:3]1[S:4][C:5]([Cl:8])=[CH:6][CH:7]=1.[OH:9][C:10]1[CH:15]=[CH:14][C:13]([CH2:16][C:17](=[O:19])[CH3:18])=[CH:12][CH:11]=1. (6) Given the product [CH3:17][O:7][C:6](=[O:8])[C:5]1[C:4]([F:13])=[C:3]([F:14])[C:2]([Br:1])=[C:10]([F:11])[C:9]=1[F:12], predict the reactants needed to synthesize it. The reactants are: [Br:1][C:2]1[C:10]([F:11])=[C:9]([F:12])[C:5]([C:6]([OH:8])=[O:7])=[C:4]([F:13])[C:3]=1[F:14].[N+](=[CH2:17])=[N-].